From a dataset of Full USPTO retrosynthesis dataset with 1.9M reactions from patents (1976-2016). Predict the reactants needed to synthesize the given product. Given the product [CH2:1]([O:3][C:4]([C:6]1([C:9]2[CH:10]=[CH:11][C:12]([C:15]3[CH:20]=[CH:19][C:18]([C:21]4[O:25][N:24]=[C:23]([CH3:26])[C:22]=4[CH2:27][CH:28]([OH:38])[CH2:29][N:30]([C:39](=[O:41])[CH3:40])[CH2:31][C:32]4[CH:37]=[CH:36][CH:35]=[CH:34][CH:33]=4)=[CH:17][CH:16]=3)=[CH:13][CH:14]=2)[CH2:7][CH2:8]1)=[O:5])[CH3:2], predict the reactants needed to synthesize it. The reactants are: [CH2:1]([O:3][C:4]([C:6]1([C:9]2[CH:14]=[CH:13][C:12]([C:15]3[CH:20]=[CH:19][C:18]([C:21]4[O:25][N:24]=[C:23]([CH3:26])[C:22]=4[CH2:27][CH:28]([OH:38])[CH2:29][NH:30][CH2:31][C:32]4[CH:37]=[CH:36][CH:35]=[CH:34][CH:33]=4)=[CH:17][CH:16]=3)=[CH:11][CH:10]=2)[CH2:8][CH2:7]1)=[O:5])[CH3:2].[C:39](Cl)(=[O:41])[CH3:40].